Task: Regression/Classification. Given a drug SMILES string, predict its absorption, distribution, metabolism, or excretion properties. Task type varies by dataset: regression for continuous measurements (e.g., permeability, clearance, half-life) or binary classification for categorical outcomes (e.g., BBB penetration, CYP inhibition). For this dataset (clearance_hepatocyte_az), we predict log10(clearance) (log10 of the in vitro intrinsic clearance, CLint, in uL/min per 10^6 hepatocytes; values are censored to the assay range of 3 to 150, which is 0.477 to 2.18 on this log10 scale).. Dataset: Hepatocyte clearance measurements from AstraZeneca (1) The drug is CCS(=O)(=O)c1ccc(Oc2c(C)n(CC(=O)O)c3ccc(C(F)(F)F)cc23)cc1. The log10(clearance) is 0.480. (2) The molecule is CCC(=O)O[C@]1(C(=O)SCF)[C@H](C)C[C@H]2[C@@H]3C[C@H](F)C4=CC(=O)C=C[C@]4(C)[C@@]3(F)[C@@H](O)C[C@@]21C. The log10(clearance) is 2.18. (3) The molecule is Cc1c2c(=O)n(-c3ccccc3Cl)[nH]c2cc(=O)n1Cc1ccccn1. The log10(clearance) is 0.480.